From a dataset of Full USPTO retrosynthesis dataset with 1.9M reactions from patents (1976-2016). Predict the reactants needed to synthesize the given product. (1) Given the product [OH:18][C:19]1[CH:20]=[CH:21][C:22]([CH2:23][NH:24][C:25]2[N:30]=[C:29]([O:31][CH2:32][C:33]([F:36])([F:35])[F:34])[N:28]=[C:27]([NH:37][C:38]3[CH:57]=[CH:56][C:41]([C:42]([NH:44][CH2:45][C:46]([CH3:54])([CH3:55])[CH2:47][NH:48][C:49](=[O:53])[C:50]([NH:1][C:2]4[CH:7]=[CH:6][C:5]([OH:8])=[CH:4][CH:3]=4)=[O:51])=[O:43])=[CH:40][CH:39]=3)[N:26]=2)=[CH:58][CH:59]=1, predict the reactants needed to synthesize it. The reactants are: [NH2:1][C:2]1[CH:7]=[CH:6][C:5]([OH:8])=[CH:4][CH:3]=1.CCN(C(C)C)C(C)C.[OH:18][C:19]1[CH:59]=[CH:58][C:22]([CH2:23][NH:24][C:25]2[N:30]=[C:29]([O:31][CH2:32][C:33]([F:36])([F:35])[F:34])[N:28]=[C:27]([NH:37][C:38]3[CH:57]=[CH:56][C:41]([C:42]([NH:44][CH2:45][C:46]([CH3:55])([CH3:54])[CH2:47][NH:48][C:49](=[O:53])[C:50](O)=[O:51])=[O:43])=[CH:40][CH:39]=3)[N:26]=2)=[CH:21][CH:20]=1.CN(C(ON1N=NC2C=CC=CC1=2)=[N+](C)C)C.[B-](F)(F)(F)F. (2) Given the product [Br:11][C:12]1[CH:13]=[CH:14][C:15]([O:21][CH2:2][C:3]2[CH:10]=[CH:9][C:6]([C:7]#[N:8])=[CH:5][CH:4]=2)=[C:16]([CH:20]=1)[C:17]([O:19][CH2:2][C:3]1[CH:10]=[CH:9][C:6]([C:7]#[N:8])=[CH:5][CH:4]=1)=[O:18], predict the reactants needed to synthesize it. The reactants are: Br[CH2:2][C:3]1[CH:10]=[CH:9][C:6]([C:7]#[N:8])=[CH:5][CH:4]=1.[Br:11][C:12]1[CH:13]=[CH:14][C:15]([OH:21])=[C:16]([CH:20]=1)[C:17]([OH:19])=[O:18].C(=O)([O-])[O-].[K+].[K+]. (3) Given the product [C:1]([C:5]1[O:9][N:8]=[C:7]([NH:10][C:11]([NH:13][C:14]2[CH:19]=[CH:18][CH:17]=[C:16]([S:20][C:24]3[C:33]4[C:28](=[CH:29][C:30]([O:36][CH2:37][CH2:38][Cl:39])=[C:31]([O:34][CH3:35])[CH:32]=4)[N:27]=[CH:26][N:25]=3)[CH:15]=2)=[O:12])[CH:6]=1)([CH3:4])([CH3:2])[CH3:3], predict the reactants needed to synthesize it. The reactants are: [C:1]([C:5]1[O:9][N:8]=[C:7]([NH:10][C:11]([NH:13][C:14]2[CH:19]=[CH:18][CH:17]=[C:16]([SH:20])[CH:15]=2)=[O:12])[CH:6]=1)([CH3:4])([CH3:3])[CH3:2].[H-].[Na+].Cl[C:24]1[C:33]2[C:28](=[CH:29][C:30]([O:36][CH2:37][CH2:38][Cl:39])=[C:31]([O:34][CH3:35])[CH:32]=2)[N:27]=[CH:26][N:25]=1.